Task: Predict which catalyst facilitates the given reaction.. Dataset: Catalyst prediction with 721,799 reactions and 888 catalyst types from USPTO (1) Reactant: [N+:1]([C:4]1[CH:12]=[C:11]2[C:7]([CH:8]=[CH:9][N:10]2[CH2:13][O:14][C:15]2[CH:16]=[C:17]([CH:20]=[CH:21][CH:22]=2)[C:18]#[N:19])=[CH:6][CH:5]=1)([O-])=O.C1COCC1.[NH4+].[Cl-].C([O-])(O)=O.[Na+]. Product: [NH2:1][C:4]1[CH:12]=[C:11]2[C:7]([CH:8]=[CH:9][N:10]2[CH2:13][O:14][C:15]2[CH:16]=[C:17]([CH:20]=[CH:21][CH:22]=2)[C:18]#[N:19])=[CH:6][CH:5]=1. The catalyst class is: 150. (2) Reactant: [Cl:1][C:2]1[N:7]=[N:6][C:5]([NH:8][CH3:9])=[C:4]([C:10]2[CH:15]=[CH:14][C:13]([F:16])=[CH:12][C:11]=2[O:17][CH3:18])[CH:3]=1.[CH3:19][S:20]([C:23]1[CH:24]=[C:25]([CH:29]=[C:30]([C:32]([F:35])([F:34])[F:33])[CH:31]=1)[C:26]([OH:28])=O)(=[O:22])=[O:21].F[B-](F)(F)F.BrC1C=CC=C[N+]=1CC.C(N(C(C)C)C(C)C)C.C(=O)(O)[O-]. Product: [Cl:1][C:2]1[N:7]=[N:6][C:5]([N:8]([CH3:9])[C:26](=[O:28])[C:25]2[CH:29]=[C:30]([C:32]([F:35])([F:34])[F:33])[CH:31]=[C:23]([S:20]([CH3:19])(=[O:21])=[O:22])[CH:24]=2)=[C:4]([C:10]2[CH:15]=[CH:14][C:13]([F:16])=[CH:12][C:11]=2[O:17][CH3:18])[CH:3]=1. The catalyst class is: 4. (3) Reactant: [NH2:1][C:2]1[CH:7]=[CH:6][C:5]([CH:8]2[CH2:12][CH2:11][N:10]([C:13]([O:15][C:16]([CH3:19])([CH3:18])[CH3:17])=[O:14])[CH2:9]2)=[CH:4][CH:3]=1.C(N(CC)CC)C.ClC(Cl)(O[C:31](=[O:37])[O:32][C:33](Cl)(Cl)Cl)Cl.[Cl:39][C:40]1[CH:48]=[CH:47][C:43]([CH2:44]CO)=[CH:42][CH:41]=1. Product: [C:16]([O:15][C:13]([N:10]1[CH2:11][CH2:12][CH:8]([C:5]2[CH:4]=[CH:3][C:2]([NH:1][C:31]([O:32][CH2:33][CH2:44][C:43]3[CH:47]=[CH:48][C:40]([Cl:39])=[CH:41][CH:42]=3)=[O:37])=[CH:7][CH:6]=2)[CH2:9]1)=[O:14])([CH3:19])([CH3:18])[CH3:17]. The catalyst class is: 576. (4) Reactant: [C:1]1([N:7]2[C:11]3[CH:12]=[CH:13][CH:14]=[CH:15][C:10]=3[NH:9][S:8]2(=[O:17])=[O:16])[CH:6]=[CH:5][CH:4]=[CH:3][CH:2]=1.[Br:18][CH2:19][CH2:20][CH2:21][CH2:22]Br.C(=O)([O-])[O-].[Cs+].[Cs+]. Product: [Br:18][CH2:19][CH2:20][CH2:21][CH2:22][N:9]1[C:10]2[CH:15]=[CH:14][CH:13]=[CH:12][C:11]=2[N:7]([C:1]2[CH:2]=[CH:3][CH:4]=[CH:5][CH:6]=2)[S:8]1(=[O:16])=[O:17]. The catalyst class is: 215. (5) Reactant: [CH3:1][C:2]1[CH:7]=[C:6]([O:8][CH2:9][CH:10]2[CH2:14][CH2:13][O:12][CH2:11]2)[CH:5]=[C:4]([CH3:15])[C:3]=1[C:16]1[CH:24]=[CH:23][C:22]([F:25])=[C:21]2[C:17]=1[CH2:18][CH2:19][C@H:20]2[O:26][C:27]1[CH:40]=[CH:39][C:30]2[C@H:31]([CH2:34][C:35]([O:37]C)=[O:36])[CH2:32][O:33][C:29]=2[CH:28]=1. Product: [CH3:15][C:4]1[CH:5]=[C:6]([O:8][CH2:9][CH:10]2[CH2:14][CH2:13][O:12][CH2:11]2)[CH:7]=[C:2]([CH3:1])[C:3]=1[C:16]1[CH:24]=[CH:23][C:22]([F:25])=[C:21]2[C:17]=1[CH2:18][CH2:19][C@H:20]2[O:26][C:27]1[CH:40]=[CH:39][C:30]2[C@H:31]([CH2:34][C:35]([OH:37])=[O:36])[CH2:32][O:33][C:29]=2[CH:28]=1. The catalyst class is: 32.